Dataset: Peptide-MHC class II binding affinity with 134,281 pairs from IEDB. Task: Regression. Given a peptide amino acid sequence and an MHC pseudo amino acid sequence, predict their binding affinity value. This is MHC class II binding data. (1) The peptide sequence is CVPKVTFTVEKGSNE. The MHC is DRB1_1602 with pseudo-sequence DRB1_1602. The binding affinity (normalized) is 0.172. (2) The peptide sequence is GEIGAIALDFKPGTS. The MHC is DRB1_1302 with pseudo-sequence DRB1_1302. The binding affinity (normalized) is 0.270.